From a dataset of Forward reaction prediction with 1.9M reactions from USPTO patents (1976-2016). Predict the product of the given reaction. (1) The product is: [F:36][CH:21]([C:17]1[CH:16]=[C:15]2[C:20](=[CH:19][CH:18]=1)[N:11]=[CH:12][CH:13]=[CH:14]2)[C:22]([O:24][CH3:25])=[O:23]. Given the reactants C[Si]([N-][Si](C)(C)C)(C)C.[Li+].[N:11]1[C:20]2[C:15](=[CH:16][C:17]([CH2:21][C:22]([O:24][CH3:25])=[O:23])=[CH:18][CH:19]=2)[CH:14]=[CH:13][CH:12]=1.C1C=CC(S(N(S(C2C=CC=CC=2)(=O)=O)[F:36])(=O)=O)=CC=1, predict the reaction product. (2) Given the reactants [P:1]([OH:30])([OH:29])([O:3][CH2:4][C@@:5]1([NH2:28])[CH2:9][CH2:8][C@H:7]([C:10]2[CH:19]=[CH:18][C:17]3[CH2:16][C@@H:15]([CH2:20][S:21][C:22]4[CH:27]=[CH:26][CH:25]=[CH:24][CH:23]=4)[CH2:14][CH2:13][C:12]=3[CH:11]=2)[CH2:6]1)=[O:2].CS(C)=[O:33].CC1(C)C2(CS(O)(=O)=O)C(CC1CC2)=O.C(=O)=O.C1C=C(Cl)C=C(C(OO)=O)C=1, predict the reaction product. The product is: [P:1]([OH:30])([OH:29])([O:3][CH2:4][C@@:5]1([NH2:28])[CH2:9][CH2:8][C@H:7]([C:10]2[CH:19]=[CH:18][C:17]3[CH2:16][C@@H:15]([CH2:20][S:21]([C:22]4[CH:23]=[CH:24][CH:25]=[CH:26][CH:27]=4)=[O:33])[CH2:14][CH2:13][C:12]=3[CH:11]=2)[CH2:6]1)=[O:2]. (3) Given the reactants Br[CH2:2][C:3]1[CH:10]=[CH:9][C:6]([C:7]#[N:8])=[CH:5][CH:4]=1.Cl.[CH:12]1([C@@H:16]([NH2:18])[CH3:17])[CH2:15][CH2:14][CH2:13]1.CCN(C(C)C)C(C)C, predict the reaction product. The product is: [CH:12]1([C@@H:16]([NH:18][CH2:2][C:3]2[CH:10]=[CH:9][C:6]([C:7]#[N:8])=[CH:5][CH:4]=2)[CH3:17])[CH2:15][CH2:14][CH2:13]1. (4) Given the reactants [Cl:1][C:2]1[CH:3]=[C:4]2[C:9](=[CH:10][CH:11]=1)[C:8](=[O:12])[N:7]([CH2:13][C:14]1[CH:19]=[CH:18][C:17]([S:20]([CH3:23])(=[O:22])=[O:21])=[CH:16][CH:15]=1)[C:6]([CH:24]=[O:25])=[C:5]2[C:26]1[CH:31]=[CH:30][CH:29]=[CH:28][CH:27]=1.[CH2:32]([Mg]Cl)[CH2:33][CH3:34].C(OCC)(=O)C.C(OC(C)C)(C)C, predict the reaction product. The product is: [Cl:1][C:2]1[CH:3]=[C:4]2[C:9](=[CH:10][CH:11]=1)[C:8](=[O:12])[N:7]([CH2:13][C:14]1[CH:15]=[CH:16][C:17]([S:20]([CH3:23])(=[O:21])=[O:22])=[CH:18][CH:19]=1)[C:6]([CH:24]([OH:25])[CH2:32][CH2:33][CH3:34])=[C:5]2[C:26]1[CH:27]=[CH:28][CH:29]=[CH:30][CH:31]=1. (5) The product is: [Cl:1][C:2]1[N:3]=[C:4]2[C:9](=[CH:10][CH:11]=1)[N:8]=[CH:7][C:6]([C:12]([OH:14])=[O:13])=[C:5]2[NH:17][C:18]1[CH:23]=[CH:22][CH:21]=[C:20]([C:24]([F:25])([F:26])[F:27])[CH:19]=1. Given the reactants [Cl:1][C:2]1[N:3]=[C:4]2[C:9](=[CH:10][CH:11]=1)[N:8]=[CH:7][C:6]([C:12]([O:14]CC)=[O:13])=[C:5]2[NH:17][C:18]1[CH:23]=[CH:22][CH:21]=[C:20]([C:24]([F:27])([F:26])[F:25])[CH:19]=1.[OH-].[Li+], predict the reaction product. (6) Given the reactants [CH2:1]([O:3][C:4](=[O:28])[CH:5]([C:13]1[NH:14][C:15]2[C:20]([C:21]=1[S:22][C:23]([CH3:26])([CH3:25])[CH3:24])=[CH:19][C:18]([OH:27])=[CH:17][CH:16]=2)[CH2:6][C:7]1[CH:12]=[CH:11][CH:10]=[CH:9][CH:8]=1)[CH3:2].Cl.[N:30]1[CH:35]=[CH:34][CH:33]=[CH:32][C:31]=1[CH2:36]Cl.C(=O)([O-])[O-].[Cs+].[Cs+], predict the reaction product. The product is: [CH2:1]([O:3][C:4](=[O:28])[CH:5]([C:13]1[NH:14][C:15]2[C:20]([C:21]=1[S:22][C:23]([CH3:24])([CH3:26])[CH3:25])=[CH:19][C:18]([O:27][CH2:36][C:31]1[CH:32]=[CH:33][CH:34]=[CH:35][N:30]=1)=[CH:17][CH:16]=2)[CH2:6][C:7]1[CH:8]=[CH:9][CH:10]=[CH:11][CH:12]=1)[CH3:2].